This data is from Full USPTO retrosynthesis dataset with 1.9M reactions from patents (1976-2016). The task is: Predict the reactants needed to synthesize the given product. (1) Given the product [Cl:12][CH2:11][CH2:10][CH2:9][O:8][C:5]1[CH:6]=[CH:7][C:2]([C:22]2[CH:23]=[CH:24][N:19]=[CH:20][CH:21]=2)=[CH:3][CH:4]=1, predict the reactants needed to synthesize it. The reactants are: Br[C:2]1[CH:7]=[CH:6][C:5]([O:8][CH2:9][CH2:10][CH2:11][Cl:12])=[CH:4][CH:3]=1.C(=O)([O-])[O-].[K+].[K+].[N:19]1[CH:24]=[CH:23][C:22](B(O)O)=[CH:21][CH:20]=1. (2) Given the product [ClH:38].[ClH:1].[CH2:3]([C:7]1[N:8]=[N:9][C:10]([O:27][CH:28]2[CH2:29][CH2:30][N:31]([CH3:34])[CH2:32][CH2:33]2)=[CH:11][C:12]=1[C:13]1[CH:14]=[CH:15][C:16]([O:19][CH2:20][CH:21]2[CH2:26][CH2:25][N:24]([C:35](=[O:37])[CH3:36])[CH2:23][CH2:22]2)=[CH:17][CH:18]=1)[CH2:4][CH2:5][CH3:6], predict the reactants needed to synthesize it. The reactants are: [ClH:1].Cl.[CH2:3]([C:7]1[N:8]=[N:9][C:10]([O:27][CH:28]2[CH2:33][CH2:32][N:31]([CH3:34])[CH2:30][CH2:29]2)=[CH:11][C:12]=1[C:13]1[CH:18]=[CH:17][C:16]([O:19][CH2:20][CH:21]2[CH2:26][CH2:25][NH:24][CH2:23][CH2:22]2)=[CH:15][CH:14]=1)[CH2:4][CH2:5][CH3:6].[C:35]([Cl:38])(=[O:37])[CH3:36].CCN(C(C)C)C(C)C.Cl. (3) Given the product [CH3:1][N:2]([CH3:11])[S:3]([N:6]1[CH:10]=[CH:9][N:8]=[C:7]1[Si:17]([C:20]([CH3:23])([CH3:22])[CH3:21])([CH3:19])[CH3:18])(=[O:4])=[O:5], predict the reactants needed to synthesize it. The reactants are: [CH3:1][N:2]([CH3:11])[S:3]([N:6]1[CH:10]=[CH:9][N:8]=[CH:7]1)(=[O:5])=[O:4].C([Li])CCC.[Si:17](Cl)([C:20]([CH3:23])([CH3:22])[CH3:21])([CH3:19])[CH3:18]. (4) Given the product [Mg+2:33].[Cl:1][C:2]1[CH:3]=[C:4]([CH:13]=[CH:14][C:15]=1[C:16]1[N:20]=[C:19]([C:21]2[CH:22]=[N:23][C:24]([O:28][CH:29]([CH3:31])[CH3:30])=[C:25]([Cl:27])[CH:26]=2)[O:18][N:17]=1)[O:5][CH:6]1[CH2:9][CH:8]([C:10]([O-:12])=[O:11])[CH2:7]1.[Cl:1][C:2]1[CH:3]=[C:4]([CH:13]=[CH:14][C:15]=1[C:16]1[N:20]=[C:19]([C:21]2[CH:22]=[N:23][C:24]([O:28][CH:29]([CH3:31])[CH3:30])=[C:25]([Cl:27])[CH:26]=2)[O:18][N:17]=1)[O:5][CH:6]1[CH2:9][CH:8]([C:10]([O-:12])=[O:11])[CH2:7]1, predict the reactants needed to synthesize it. The reactants are: [Cl:1][C:2]1[CH:3]=[C:4]([CH:13]=[CH:14][C:15]=1[C:16]1[N:20]=[C:19]([C:21]2[CH:22]=[N:23][C:24]([O:28][CH:29]([CH3:31])[CH3:30])=[C:25]([Cl:27])[CH:26]=2)[O:18][N:17]=1)[O:5][CH:6]1[CH2:9][CH:8]([C:10]([OH:12])=[O:11])[CH2:7]1.[OH-].[Mg+2:33].[OH-].O. (5) Given the product [NH2:17][C:16]1[C:3]2=[N:4][N:5]([CH2:13][CH2:14][CH3:15])[C:6]([CH2:7][C:8]([CH3:9])([CH3:10])[C:11]#[N:12])=[C:2]2[C:21]2[CH:22]=[CH:23][CH:24]=[CH:25][C:20]=2[N:19]=1, predict the reactants needed to synthesize it. The reactants are: Br[C:2]1[C:3]([C:16]#[N:17])=[N:4][N:5]([CH2:13][CH2:14][CH3:15])[C:6]=1[CH2:7][C:8]([C:11]#[N:12])([CH3:10])[CH3:9].Cl.[NH2:19][C:20]1[CH:25]=[CH:24][CH:23]=[CH:22][C:21]=1B(O)O. (6) Given the product [CH2:8]([O:10][C:11]1[CH:16]=[CH:15][C:14]([CH:17]2[CH2:22][CH2:21][CH:20]([CH:23]3[CH2:31][O:32][C:26](=[O:28])[CH2:25][CH2:24]3)[CH2:19][CH2:18]2)=[C:13]([F:33])[C:12]=1[F:34])[CH3:9], predict the reactants needed to synthesize it. The reactants are: C(O)C.C([BH3-])#N.[Na+].[CH2:8]([O:10][C:11]1[CH:16]=[CH:15][C:14]([CH:17]2[CH2:22][CH2:21][CH:20]([CH:23]([CH:31]=[O:32])[CH2:24][CH2:25][C:26]([O:28]CC)=O)[CH2:19][CH2:18]2)=[C:13]([F:33])[C:12]=1[F:34])[CH3:9].Cl. (7) Given the product [CH2:1]([O:3][C:4]([CH:6]1[CH2:11][CH2:10][N:9]([C:12]2[C:17]([N+:18]([O-:20])=[O:19])=[C:16]([O:33][C:30]3[CH:29]=[CH:28][C:27]([N:22]4[CH:26]=[CH:25][N:24]=[CH:23]4)=[CH:32][CH:31]=3)[N:15]=[CH:14][N:13]=2)[CH2:8][CH2:7]1)=[O:5])[CH3:2], predict the reactants needed to synthesize it. The reactants are: [CH2:1]([O:3][C:4]([CH:6]1[CH2:11][CH2:10][N:9]([C:12]2[C:17]([N+:18]([O-:20])=[O:19])=[C:16](Cl)[N:15]=[CH:14][N:13]=2)[CH2:8][CH2:7]1)=[O:5])[CH3:2].[N:22]1([C:27]2[CH:32]=[CH:31][C:30]([OH:33])=[CH:29][CH:28]=2)[CH:26]=[CH:25][N:24]=[CH:23]1.C(=O)([O-])[O-].[K+].[K+]. (8) The reactants are: [CH:1]1([CH:7]([C:9]2[C:10]([CH:24]3[CH2:26][CH2:25]3)=[N:11][N:12]([C:14]3[CH:19]=[CH:18][C:17]([C:20]([F:23])([F:22])[F:21])=[CH:16][N:15]=3)[CH:13]=2)O)[CH2:6][CH2:5][CH2:4][CH2:3][CH2:2]1.[NH2:27][C:28]1[CH:33]=[CH:32][C:31]([C:34]([NH:36][CH2:37][CH2:38][C:39]([O:41]CC)=[O:40])=[O:35])=[CH:30][CH:29]=1. Given the product [CH:1]1([CH:7]([NH:27][C:28]2[CH:29]=[CH:30][C:31]([C:34]([NH:36][CH2:37][CH2:38][C:39]([OH:41])=[O:40])=[O:35])=[CH:32][CH:33]=2)[C:9]2[C:10]([CH:24]3[CH2:26][CH2:25]3)=[N:11][N:12]([C:14]3[CH:19]=[CH:18][C:17]([C:20]([F:23])([F:22])[F:21])=[CH:16][N:15]=3)[CH:13]=2)[CH2:2][CH2:3][CH2:4][CH2:5][CH2:6]1, predict the reactants needed to synthesize it. (9) Given the product [F:42][C:32]([F:31])([F:41])[C:33]1[CH:34]=[CH:35][C:36]([N:39]([C:46](=[O:47])[C:45]2[CH:49]=[CH:50][CH:51]=[C:52]([Cl:53])[C:44]=2[Cl:43])[NH2:40])=[N:37][CH:38]=1, predict the reactants needed to synthesize it. The reactants are: Cl.CN(C)CCCN=C=NCC.CN1CCOCC1.O.ON1C2C=CC=CC=2N=N1.[F:31][C:32]([F:42])([F:41])[C:33]1[CH:34]=[CH:35][C:36]([NH:39][NH2:40])=[N:37][CH:38]=1.[Cl:43][C:44]1[C:52]([Cl:53])=[CH:51][CH:50]=[CH:49][C:45]=1[C:46](O)=[O:47]. (10) The reactants are: Cl[C:2]1[N:7]=[C:6]([NH:8][C:9]2[NH:10][N:11]=[C:12]([CH2:14][O:15][C:16]3[CH:21]=[CH:20][CH:19]=[CH:18][CH:17]=3)[CH:13]=2)[CH:5]=[CH:4][N:3]=1.[CH3:22][C:23]1[CH:27]=[C:26]([CH2:28][NH2:29])[O:25][N:24]=1.C(N(CC)C(C)C)(C)C. Given the product [CH3:22][C:23]1[CH:27]=[C:26]([CH2:28][NH:29][C:2]2[N:7]=[C:6]([NH:8][C:9]3[NH:10][N:11]=[C:12]([CH2:14][O:15][C:16]4[CH:21]=[CH:20][CH:19]=[CH:18][CH:17]=4)[CH:13]=3)[CH:5]=[CH:4][N:3]=2)[O:25][N:24]=1, predict the reactants needed to synthesize it.